Dataset: Forward reaction prediction with 1.9M reactions from USPTO patents (1976-2016). Task: Predict the product of the given reaction. (1) Given the reactants [F:1][C:2]1[CH:7]=[CH:6][CH:5]=[CH:4][C:3]=1[N:8]1[C:12]([C:13]2[CH:18]=[CH:17][N:16]=[CH:15][CH:14]=2)=[C:11]([C:19](OCC)=[O:20])[N:10]=[N:9]1.O[N:25]=[C:26]([NH2:34])[C:27]1[CH:32]=[CH:31][CH:30]=[C:29]([CH3:33])[CH:28]=1, predict the reaction product. The product is: [F:1][C:2]1[CH:7]=[CH:6][CH:5]=[CH:4][C:3]=1[N:8]1[C:12]([C:13]2[CH:14]=[CH:15][N:16]=[CH:17][CH:18]=2)=[C:11]([C:19]2[O:20][N:34]=[C:26]([C:27]3[CH:32]=[CH:31][CH:30]=[C:29]([CH3:33])[CH:28]=3)[N:25]=2)[N:10]=[N:9]1. (2) Given the reactants [OH-].[Na+:2].[CH:3]1[C:8]([Cl:9])=[C:7]([S:10]([NH2:13])(=[O:12])=[O:11])[CH:6]=[C:5]2[S:14]([NH:17][CH:18]=[N:19][C:4]=12)(=[O:16])=[O:15], predict the reaction product. The product is: [CH:3]1[C:8]([Cl:9])=[C:7]([S:10]([NH2:13])(=[O:11])=[O:12])[CH:6]=[C:5]2[S:14]([N-:17][CH:18]=[N:19][C:4]=12)(=[O:16])=[O:15].[Na+:2]. (3) Given the reactants [Br:1][C:2]1[CH:24]=[C:5]2[N:6]=[C:7]([CH3:23])[C:8]([CH2:18][C:19]([O:21][CH3:22])=[O:20])=[C:9]([N:10]3[CH2:15][CH2:14][C:13]([CH3:17])([CH3:16])[CH2:12][CH2:11]3)[N:4]2[N:3]=1.CC([OH:28])C.C(=O)=O.C[Si]([N-][Si](C)(C)C)(C)C.[K+].C1(C2ON2S(C2C=CC=CC=2)(=O)=O)C=CC=CC=1, predict the reaction product. The product is: [Br:1][C:2]1[CH:24]=[C:5]2[N:6]=[C:7]([CH3:23])[C:8]([CH:18]([OH:28])[C:19]([O:21][CH3:22])=[O:20])=[C:9]([N:10]3[CH2:15][CH2:14][C:13]([CH3:17])([CH3:16])[CH2:12][CH2:11]3)[N:4]2[N:3]=1. (4) Given the reactants [OH-].[Na+].[NH2:3][C@H:4]([C:8]([OH:10])=[O:9])[CH:5]([CH3:7])[CH3:6].C([O-])([O-])=O.[Na+].[Na+].Cl[C:18]([O:20][CH3:21])=[O:19], predict the reaction product. The product is: [CH3:21][O:20][C:18]([NH:3][C@@H:4]([CH:5]([CH3:7])[CH3:6])[C:8]([OH:10])=[O:9])=[O:19]. (5) Given the reactants [Br:1][C:2]1[C:3]([CH:9]([O:12][CH3:13])[O:10][CH3:11])=[CH:4][C:5](Cl)=[N:6][CH:7]=1.[NH:14]1[CH:18]=[C:17]([C:19]([O:21][CH2:22][CH3:23])=[O:20])[CH:16]=[N:15]1.C(=O)([O-])[O-].[K+].[K+].O, predict the reaction product. The product is: [Br:1][C:2]1[C:3]([CH:9]([O:12][CH3:13])[O:10][CH3:11])=[CH:4][C:5]([N:14]2[CH:18]=[C:17]([C:19]([O:21][CH2:22][CH3:23])=[O:20])[CH:16]=[N:15]2)=[N:6][CH:7]=1. (6) Given the reactants Br[C:2]1[N:7]=[C:6]([C:8]([O:10][CH3:11])=[O:9])[CH:5]=[CH:4][C:3]=1[F:12].[F:13][C:14]1[CH:19]=[CH:18][CH:17]=[C:16]([F:20])[C:15]=1B1OC(C)(C)C(C)(C)O1.CCN(C(C)C)C(C)C, predict the reaction product. The product is: [F:13][C:14]1[CH:19]=[CH:18][CH:17]=[C:16]([F:20])[C:15]=1[C:2]1[N:7]=[C:6]([C:8]([O:10][CH3:11])=[O:9])[CH:5]=[CH:4][C:3]=1[F:12]. (7) Given the reactants [F:1][CH:2]([F:32])[C:3]1[N:7]([C:8]2[N:13]=[C:12]([N:14]3[CH2:19][CH2:18][NH:17][CH2:16][CH2:15]3)[N:11]=[C:10]([C:20]3[CH:25]=[CH:24][N:23]=[CH:22][CH:21]=3)[N:9]=2)[C:6]2[CH:26]=[CH:27][CH:28]=[C:29]([O:30][CH3:31])[C:5]=2[N:4]=1.C(N(C(C)C)CC)(C)C.[Cl:42][CH2:43][C:44](Cl)=[O:45], predict the reaction product. The product is: [ClH:42].[Cl:42][CH2:43][C:44]([N:17]1[CH2:16][CH2:15][N:14]([C:12]2[N:11]=[C:10]([C:20]3[CH:25]=[CH:24][N:23]=[CH:22][CH:21]=3)[N:9]=[C:8]([N:7]3[C:6]4[CH:26]=[CH:27][CH:28]=[C:29]([O:30][CH3:31])[C:5]=4[N:4]=[C:3]3[CH:2]([F:1])[F:32])[N:13]=2)[CH2:19][CH2:18]1)=[O:45]. (8) Given the reactants [CH3:1][C:2]1([CH3:10])[O:7][C:6](=[O:8])[CH2:5][C:4](=[O:9])[O:3]1.C([O-])(=O)C.[NH4+].[CH3:16][C:17]([CH3:19])=O.C(O)(=O)C, predict the reaction product. The product is: [C:17](=[C:5]1[C:6](=[O:8])[O:7][C:2]([CH3:10])([CH3:1])[O:3][C:4]1=[O:9])([CH3:19])[CH3:16]. (9) Given the reactants [CH2:1]([O:3][CH:4]([CH2:10][CH3:11])[CH2:5][CH2:6][CH2:7][CH2:8]O)[CH3:2].CS([Cl:16])(=O)=O.N1C=CC=CC=1, predict the reaction product. The product is: [Cl:16][CH2:8][CH2:7][CH2:6][CH2:5][CH:4]([O:3][CH2:1][CH3:2])[CH2:10][CH3:11].